Dataset: Merck oncology drug combination screen with 23,052 pairs across 39 cell lines. Task: Regression. Given two drug SMILES strings and cell line genomic features, predict the synergy score measuring deviation from expected non-interaction effect. (1) Drug 1: O=C(NOCC(O)CO)c1ccc(F)c(F)c1Nc1ccc(I)cc1F. Drug 2: CCC1(O)C(=O)OCc2c1cc1n(c2=O)Cc2cc3c(CN(C)C)c(O)ccc3nc2-1. Cell line: SKMEL30. Synergy scores: synergy=4.48. (2) Drug 1: Nc1ccn(C2OC(CO)C(O)C2(F)F)c(=O)n1. Drug 2: O=C(NOCC(O)CO)c1ccc(F)c(F)c1Nc1ccc(I)cc1F. Cell line: NCIH23. Synergy scores: synergy=-4.73. (3) Drug 1: O=C(O)C1(Cc2cccc(Nc3nccs3)n2)CCC(Oc2cccc(Cl)c2F)CC1. Drug 2: CC(C)CC(NC(=O)C(Cc1ccccc1)NC(=O)c1cnccn1)B(O)O. Cell line: T47D. Synergy scores: synergy=-8.63. (4) Drug 1: O=P1(N(CCCl)CCCl)NCCCO1. Drug 2: COC1=C2CC(C)CC(OC)C(O)C(C)C=C(C)C(OC(N)=O)C(OC)C=CC=C(C)C(=O)NC(=CC1=O)C2=O. Cell line: OV90. Synergy scores: synergy=-5.78. (5) Drug 2: COC1CC2CCC(C)C(O)(O2)C(=O)C(=O)N2CCCCC2C(=O)OC(C(C)CC2CCC(OP(C)(C)=O)C(OC)C2)CC(=O)C(C)C=C(C)C(O)C(OC)C(=O)C(C)CC(C)C=CC=CC=C1C. Synergy scores: synergy=20.6. Drug 1: O=S1(=O)NC2(CN1CC(F)(F)F)C1CCC2Cc2cc(C=CCN3CCC(C(F)(F)F)CC3)ccc2C1. Cell line: EFM192B. (6) Drug 1: COC12C(COC(N)=O)C3=C(C(=O)C(C)=C(N)C3=O)N1CC1NC12. Drug 2: O=C(NOCC(O)CO)c1ccc(F)c(F)c1Nc1ccc(I)cc1F. Cell line: MSTO. Synergy scores: synergy=-6.94.